This data is from Catalyst prediction with 721,799 reactions and 888 catalyst types from USPTO. The task is: Predict which catalyst facilitates the given reaction. (1) Reactant: [C:1]([O:5][C:6]([NH:8][C:9]1[S:10][CH:11]=[C:12]([C:14]([OH:16])=O)[N:13]=1)=[O:7])([CH3:4])([CH3:3])[CH3:2].ClC1N=C(OC)N=C(OC)N=1.CN1CCOCC1.Cl.[CH3:36][NH:37][O:38][CH3:39].C(N(CC)CC)C. Product: [C:1]([O:5][C:6](=[O:7])[NH:8][C:9]1[S:10][CH:11]=[C:12]([C:14](=[O:16])[N:37]([O:38][CH3:39])[CH3:36])[N:13]=1)([CH3:2])([CH3:3])[CH3:4]. The catalyst class is: 7. (2) Reactant: [NH2:1][C:2]1[N:7]=[C:6]([C:8]2[CH:13]=[CH:12][C:11]([OH:14])=[CH:10][CH:9]=2)[CH:5]=[C:4]([NH:15][C:16]2[CH:21]=[CH:20][C:19]([O:22][C:23]3[CH:28]=[CH:27][N:26]=[C:25]([CH3:29])[CH:24]=3)=[CH:18][CH:17]=2)[N:3]=1.[Br:30][CH2:31][CH2:32]Br.C([O-])([O-])=O.[K+].[K+]. Product: [Br:30][CH2:31][CH2:32][O:14][C:11]1[CH:12]=[CH:13][C:8]([C:6]2[N:7]=[C:2]([NH2:1])[N:3]=[C:4]([NH:15][C:16]3[CH:17]=[CH:18][C:19]([O:22][C:23]4[CH:28]=[CH:27][N:26]=[C:25]([CH3:29])[CH:24]=4)=[CH:20][CH:21]=3)[CH:5]=2)=[CH:9][CH:10]=1. The catalyst class is: 31. (3) Reactant: [CH3:1][C:2]1[CH:7]=[C:6]([O:8][CH2:9][CH:10]2[CH2:14][CH2:13][CH2:12][O:11]2)[CH:5]=[C:4]([CH3:15])[C:3]=1[C:16]1[CH:21]=[CH:20][CH:19]=[C:18]([CH2:22][O:23][C:24]2[CH:29]=[CH:28][C:27]([C:30]3([CH2:34][C:35]([O:37]CC)=[O:36])[CH2:33][O:32][CH2:31]3)=[CH:26][CH:25]=2)[CH:17]=1. The catalyst class is: 36. Product: [CH3:15][C:4]1[CH:5]=[C:6]([O:8][CH2:9][CH:10]2[CH2:14][CH2:13][CH2:12][O:11]2)[CH:7]=[C:2]([CH3:1])[C:3]=1[C:16]1[CH:21]=[CH:20][CH:19]=[C:18]([CH2:22][O:23][C:24]2[CH:25]=[CH:26][C:27]([C:30]3([CH2:34][C:35]([OH:37])=[O:36])[CH2:33][O:32][CH2:31]3)=[CH:28][CH:29]=2)[CH:17]=1. (4) The catalyst class is: 2. Product: [Cl:12][C:13]1[C:18]([CH:19]2[CH2:20][O:9]2)=[CH:17][C:16]([C:21]#[N:22])=[CH:15][C:14]=1[NH:23][C:24](=[O:30])[O:25][C:26]([CH3:29])([CH3:28])[CH3:27]. Reactant: C1C=C(Cl)C=C(C(OO)=[O:9])C=1.[Cl:12][C:13]1[C:18]([CH:19]=[CH2:20])=[CH:17][C:16]([C:21]#[N:22])=[CH:15][C:14]=1[NH:23][C:24](=[O:30])[O:25][C:26]([CH3:29])([CH3:28])[CH3:27]. (5) Reactant: [FH:1].[Cl:2][C:3]1[CH:8]=[CH:7][C:6]([C:9]2(O)[CH2:14][CH2:13][NH:12][CH2:11][CH2:10]2)=[CH:5][CH:4]=1.C(=O)(O)[O-].[Na+]. Product: [Cl:2][C:3]1[CH:8]=[CH:7][C:6]([C:9]2([F:1])[CH2:14][CH2:13][NH:12][CH2:11][CH2:10]2)=[CH:5][CH:4]=1. The catalyst class is: 17. (6) Reactant: C1(P(C2C=CC=CC=2)C2C=CC=CC=2)C=CC=CC=1.[OH:20][CH2:21][CH2:22][N:23]1[CH2:28][CH2:27][NH:26][CH2:25][CH2:24]1.CCOC(/N=N/C(OCC)=O)=O.[CH2:41]([C:43]1[CH:65]=[CH:64][CH:63]=[CH:62][C:44]=1[NH:45][C:46]1[C:55]2[C:50](=[CH:51][C:52](O)=[C:53]([O:56][CH3:57])[CH:54]=2)[N:49]=[CH:48][C:47]=1[C:59]([NH2:61])=[O:60])[CH3:42]. Product: [CH2:41]([C:43]1[CH:65]=[CH:64][CH:63]=[CH:62][C:44]=1[NH:45][C:46]1[C:55]2[C:50](=[CH:51][C:52]([O:20][CH2:21][CH2:22][N:23]3[CH2:28][CH2:27][NH:26][CH2:25][CH2:24]3)=[C:53]([O:56][CH3:57])[CH:54]=2)[N:49]=[CH:48][C:47]=1[C:59]([NH2:61])=[O:60])[CH3:42]. The catalyst class is: 168. (7) Reactant: C([O:3][C:4](=[O:31])[CH2:5][CH2:6][C:7]1[CH:12]=[CH:11][CH:10]=[C:9]([N:13]2[C:17]([NH:18][C:19]([C:21]3[CH:26]=[CH:25][CH:24]=[CH:23][N:22]=3)=[O:20])=[CH:16][C:15]([C:27]([CH3:30])([CH3:29])[CH3:28])=[N:14]2)[CH:8]=1)C.[Li+].[OH-]. Product: [C:27]([C:15]1[CH:16]=[C:17]([NH:18][C:19]([C:21]2[CH:26]=[CH:25][CH:24]=[CH:23][N:22]=2)=[O:20])[N:13]([C:9]2[CH:8]=[C:7]([CH2:6][CH2:5][C:4]([OH:31])=[O:3])[CH:12]=[CH:11][CH:10]=2)[N:14]=1)([CH3:30])([CH3:28])[CH3:29]. The catalyst class is: 5. (8) Reactant: [N+:1]([C:4]1[CH:21]=[CH:20][CH:19]=[CH:18][C:5]=1[C:6]([NH:8][NH:9][C:10](=O)[C:11]1[CH:16]=[CH:15][CH:14]=[CH:13][N:12]=1)=O)([O-:3])=[O:2].P12(SP3(SP(SP(S3)(S1)=S)(=S)S2)=S)=[S:23].O.CCOC(C)=O. Product: [N+:1]([C:4]1[CH:21]=[CH:20][CH:19]=[CH:18][C:5]=1[C:6]1[S:23][C:10]([C:11]2[CH:16]=[CH:15][CH:14]=[CH:13][N:12]=2)=[N:9][N:8]=1)([O-:3])=[O:2]. The catalyst class is: 11. (9) Reactant: Br[C:2]1C=[CH:4][C:5](O)=[C:6]([C:8]2[CH:17]=[CH:16][C:15]3[C:10](=[CH:11][CH:12]=[C:13]([C:18]4[N:22]([CH:23]5[CH2:28][CH2:27][CH2:26][CH2:25][CH2:24]5)[C:21]5[CH:29]=[CH:30][C:31]([C:33]([OH:35])=[O:34])=[CH:32][C:20]=5[N:19]=4)[CH:14]=3)[N:9]=2)[CH:7]=1.[N:37]1C=CC(C(=O)C)=CC=1.[OH-].[K+]. Product: [CH:23]1([N:22]2[C:21]3[CH:29]=[CH:30][C:31]([C:33]([OH:35])=[O:34])=[CH:32][C:20]=3[N:19]=[C:18]2[C:13]2[CH:14]=[C:15]3[C:10](=[CH:11][CH:12]=2)[N:9]=[C:8]([C:6]2[CH:7]=[CH:2][N:37]=[CH:4][CH:5]=2)[CH:17]=[CH:16]3)[CH2:28][CH2:27][CH2:26][CH2:25][CH2:24]1. The catalyst class is: 8. (10) Product: [CH3:22][C:20]1[CH:21]=[C:16]2[CH:2]=[C:1]([C:3]3[N:4]=[C:5]4[CH:13]=[CH:12][C:11]([F:14])=[CH:10][N:6]4[C:7](=[O:9])[CH:8]=3)[O:24][C:17]2=[C:18]([CH3:23])[N:19]=1. The catalyst class is: 654. Reactant: [C:1]([C:3]1[N:4]=[C:5]2[CH:13]=[CH:12][C:11]([F:14])=[CH:10][N:6]2[C:7](=[O:9])[CH:8]=1)#[CH:2].I[C:16]1[CH:21]=[C:20]([CH3:22])[N:19]=[C:18]([CH3:23])[C:17]=1[OH:24].C(N(CC)CC)C.